From a dataset of Full USPTO retrosynthesis dataset with 1.9M reactions from patents (1976-2016). Predict the reactants needed to synthesize the given product. Given the product [CH:20]([NH:18][C:14]1[C:15]([CH3:17])=[CH:16][C:11]([CH2:1][C:2]2[CH:7]=[C:6]([CH3:8])[C:5]([NH:9][CH:1]([CH2:2][CH3:3])[CH3:11])=[C:4]([CH3:10])[CH:3]=2)=[CH:12][C:13]=1[CH3:19])([CH2:22][CH3:24])[CH3:21], predict the reactants needed to synthesize it. The reactants are: [CH2:1]([C:11]1[CH:16]=[C:15]([CH3:17])[C:14]([NH2:18])=[C:13]([CH3:19])[CH:12]=1)[C:2]1[CH:7]=[C:6]([CH3:8])[C:5]([NH2:9])=[C:4]([CH3:10])[CH:3]=1.[CH2:20]([C:22]([CH3:24])=O)[CH3:21].